This data is from Forward reaction prediction with 1.9M reactions from USPTO patents (1976-2016). The task is: Predict the product of the given reaction. (1) Given the reactants [Br:1][C:2]1[CH:7]=[CH:6][C:5](/[C:8](/I)=[CH:9]/[CH2:10][O:11][C:12]2[CH:23]=[CH:22][C:15]([O:16][CH2:17][C:18]([O:20][CH3:21])=[O:19])=[C:14]([CH3:24])[CH:13]=2)=[CH:4][CH:3]=1.[C:26]([C:28]1[CH:33]=[CH:32][CH:31]=[CH:30][N:29]=1)#[CH:27].C(N(C(C)C)CC)(C)C, predict the reaction product. The product is: [Br:1][C:2]1[CH:7]=[CH:6][C:5](/[C:8](/[C:27]#[C:26][C:28]2[CH:33]=[CH:32][CH:31]=[CH:30][N:29]=2)=[CH:9]/[CH2:10][O:11][C:12]2[CH:23]=[CH:22][C:15]([O:16][CH2:17][C:18]([O:20][CH3:21])=[O:19])=[C:14]([CH3:24])[CH:13]=2)=[CH:4][CH:3]=1. (2) Given the reactants [F:1][C:2]1([F:22])[CH2:7][CH2:6][N:5]([C:8]2[CH:17]=[CH:16][C:11]([C:12](=[N:14][OH:15])[NH2:13])=[CH:10][C:9]=2[C:18]([F:21])([F:20])[F:19])[CH2:4][CH2:3]1.[F:23][C:24]1[CH:32]=[CH:31][C:27]([C:28](Cl)=O)=[CH:26][CH:25]=1.N1C=CC=CC=1, predict the reaction product. The product is: [F:22][C:2]1([F:1])[CH2:7][CH2:6][N:5]([C:8]2[CH:17]=[CH:16][C:11]([C:12]3[N:13]=[C:28]([C:27]4[CH:31]=[CH:32][C:24]([F:23])=[CH:25][CH:26]=4)[O:15][N:14]=3)=[CH:10][C:9]=2[C:18]([F:19])([F:20])[F:21])[CH2:4][CH2:3]1. (3) Given the reactants [CH3:1][O:2][C:3](=[O:20])[CH:4]([NH:7][C:8](=[O:19])[C@H:9]([NH:11][C:12]([O:14][C:15]([CH3:18])([CH3:17])[CH3:16])=[O:13])[CH3:10])[CH2:5]O.CCN(S(F)(F)F)CC.C(=O)([O-])[O-].[K+].[K+], predict the reaction product. The product is: [CH3:1][O:2][C:3]([CH:4]1[CH2:5][O:19][C:8]([C@H:9]([NH:11][C:12]([O:14][C:15]([CH3:18])([CH3:17])[CH3:16])=[O:13])[CH3:10])=[N:7]1)=[O:20]. (4) Given the reactants [OH:1][NH:2][C:3](=[NH:13])[C:4]1[CH:9]=[CH:8][C:7]([N+:10]([O-:12])=[O:11])=[CH:6][CH:5]=1.[CH2:14](OC(OCC)OCC)C, predict the reaction product. The product is: [N+:10]([C:7]1[CH:6]=[CH:5][C:4]([C:3]2[N:13]=[CH:14][O:1][N:2]=2)=[CH:9][CH:8]=1)([O-:12])=[O:11]. (5) Given the reactants C([Li])CCC.[Cl:6][C:7]1[CH:12]=[CH:11][C:10]([S:13]([CH2:16][C:17]2[CH:22]=[C:21]([F:23])[CH:20]=[CH:19][C:18]=2[F:24])(=[O:15])=[O:14])=[CH:9][CH:8]=1.[C:25](Cl)(=[O:29])[CH2:26][CH2:27][CH3:28].Cl, predict the reaction product. The product is: [Cl:6][C:7]1[CH:12]=[CH:11][C:10]([S:13]([CH:16]([C:17]2[CH:22]=[C:21]([F:23])[CH:20]=[CH:19][C:18]=2[F:24])[C:25](=[O:29])[CH2:26][CH2:27][CH3:28])(=[O:15])=[O:14])=[CH:9][CH:8]=1. (6) Given the reactants [CH:1]1([N:4]2[C:9]3[N:10]=[C:11](S(C)=O)[N:12]=[CH:13][C:8]=3[CH:7]=[CH:6][C:5]2=[O:17])[CH2:3][CH2:2]1.[C:18]([O:22][C:23]([N:25]1[CH2:30][CH2:29][N:28]([C:31]2[CH:32]=[N:33][C:34]([NH2:37])=[CH:35][CH:36]=2)[CH2:27][CH2:26]1)=[O:24])([CH3:21])([CH3:20])[CH3:19], predict the reaction product. The product is: [C:18]([O:22][C:23]([N:25]1[CH2:30][CH2:29][N:28]([C:31]2[CH:32]=[N:33][C:34]([NH:37][C:11]3[N:12]=[CH:13][C:8]4[CH:7]=[CH:6][C:5](=[O:17])[N:4]([CH:1]5[CH2:3][CH2:2]5)[C:9]=4[N:10]=3)=[CH:35][CH:36]=2)[CH2:27][CH2:26]1)=[O:24])([CH3:21])([CH3:19])[CH3:20].